Task: Predict the reactants needed to synthesize the given product.. Dataset: Full USPTO retrosynthesis dataset with 1.9M reactions from patents (1976-2016) Given the product [CH2:1]([N:8]1[C:9]2[CH:14]=[CH:13][CH:12]=[C:11]([O:15][CH2:16][C:17]3[CH:22]=[CH:21][CH:20]=[CH:19][CH:18]=3)[C:10]=2[NH:23][C:32]1=[O:34])[C:2]1[CH:3]=[CH:4][CH:5]=[CH:6][CH:7]=1, predict the reactants needed to synthesize it. The reactants are: [CH2:1]([NH:8][C:9]1[C:10]([NH2:23])=[C:11]([O:15][CH2:16][C:17]2[CH:22]=[CH:21][CH:20]=[CH:19][CH:18]=2)[CH:12]=[CH:13][CH:14]=1)[C:2]1[CH:7]=[CH:6][CH:5]=[CH:4][CH:3]=1.C(N(CC)CC)C.Cl[C:32](Cl)([O:34]C(=O)OC(Cl)(Cl)Cl)Cl.O.